Predict the product of the given reaction. From a dataset of Forward reaction prediction with 1.9M reactions from USPTO patents (1976-2016). (1) Given the reactants Br[C:2]1[C:10]2[N:9]3[CH:11]([CH3:17])[CH2:12][CH2:13][NH:14][C:15](=[O:16])[C:8]3=[CH:7][C:6]=2[CH:5]=[C:4]([F:18])[CH:3]=1.[C:19]1(B(O)O)[CH:24]=[CH:23][CH:22]=[CH:21][CH:20]=1, predict the reaction product. The product is: [F:18][C:4]1[CH:3]=[C:2]([C:19]2[CH:24]=[CH:23][CH:22]=[CH:21][CH:20]=2)[C:10]2[N:9]3[CH:11]([CH3:17])[CH2:12][CH2:13][NH:14][C:15](=[O:16])[C:8]3=[CH:7][C:6]=2[CH:5]=1. (2) Given the reactants C[Si](C)(C)[N-][Si](C)(C)C.[Li+].[C:11]([O:15][C:16]([NH:18][C@H:19]1[CH2:23][C@@H:22]([C:24]([O:26][CH3:27])=[O:25])[CH:21]=[CH:20]1)=[O:17])([CH3:14])([CH3:13])[CH3:12].I[CH2:29][CH3:30], predict the reaction product. The product is: [C:11]([O:15][C:16]([NH:18][C@H:19]1[CH2:23][C@@:22]([CH2:29][CH3:30])([C:24]([O:26][CH3:27])=[O:25])[CH:21]=[CH:20]1)=[O:17])([CH3:14])([CH3:13])[CH3:12]. (3) Given the reactants C([O:3][C:4](=O)[C:5]1[CH:10]=[C:9]([Cl:11])[N:8]=[C:7]([Cl:12])[C:6]=1[CH2:13]Br)C.[OH-].[NH4+:17], predict the reaction product. The product is: [Cl:12][C:7]1[C:6]2[CH2:13][NH:17][C:4](=[O:3])[C:5]=2[CH:10]=[C:9]([Cl:11])[N:8]=1. (4) Given the reactants [F:1][C:2]1[CH:7]=[C:6]([O:8][CH2:9][C:10]2[CH:15]=[CH:14][CH:13]=[C:12]([F:16])[CH:11]=2)[CH:5]=[CH:4][C:3]=1[NH2:17].[CH3:18][O:19][C:20](=[O:25])[CH2:21][C:22](Cl)=[O:23], predict the reaction product. The product is: [CH3:18][O:19][C:20](=[O:25])[CH2:21][C:22]([NH:17][C:3]1[CH:4]=[CH:5][C:6]([O:8][CH2:9][C:10]2[CH:15]=[CH:14][CH:13]=[C:12]([F:16])[CH:11]=2)=[CH:7][C:2]=1[F:1])=[O:23]. (5) Given the reactants C1C(=O)N([Br:8])C(=O)C1.[CH3:9][C:10]1[CH:11]=[CH:12][C:13]([N+:17]([O-:19])=[O:18])=[C:14]([CH:16]=1)[NH2:15], predict the reaction product. The product is: [Br:8][C:11]1[C:10]([CH3:9])=[CH:16][C:14]([NH2:15])=[C:13]([N+:17]([O-:19])=[O:18])[CH:12]=1. (6) Given the reactants [CH3:1][N:2]1[C:7](=[O:8])[C:6]2[CH:9]=[CH:10][O:11][C:5]=2[C:4]([CH2:12][CH:13]([CH3:15])[CH3:14])=[N:3]1.[C:16]([C:18]1[CH:19]=[C:20]([CH:23]=[CH:24][CH:25]=1)[CH:21]=[O:22])#[N:17], predict the reaction product. The product is: [OH:22][CH:21]([C:10]1[O:11][C:5]2[C:4]([CH2:12][CH:13]([CH3:15])[CH3:14])=[N:3][N:2]([CH3:1])[C:7](=[O:8])[C:6]=2[CH:9]=1)[C:20]1[CH:23]=[CH:24][CH:25]=[C:18]([C:16]#[N:17])[CH:19]=1.